Task: Predict the reaction yield, written as a fraction of the theoretical maximum amount of product (1.0 means a 100% yield; for example, 0.34 means a 34% yield).. Dataset: Reaction yield outcomes from USPTO patents with 853,638 reactions (1) The reactants are [CH2:1]([O:3][C:4](=[O:36])[CH2:5][CH2:6][CH2:7][O:8][C:9]1[CH:14]=[CH:13][CH:12]=[C:11]([CH2:15][CH2:16][CH2:17][CH2:18][CH2:19][CH2:20][O:21][Si](C(C)(C)C)(C)C)[C:10]=1[CH2:29][CH2:30][C:31]([O:33][CH2:34][CH3:35])=[O:32])[CH3:2]. The catalyst is C1COCC1.O. The product is [CH2:1]([O:3][C:4](=[O:36])[CH2:5][CH2:6][CH2:7][O:8][C:9]1[CH:14]=[CH:13][CH:12]=[C:11]([CH2:15][CH2:16][CH2:17][CH2:18][CH2:19][CH2:20][OH:21])[C:10]=1[CH2:29][CH2:30][C:31]([O:33][CH2:34][CH3:35])=[O:32])[CH3:2]. The yield is 0.990. (2) The reactants are C[S:2][C:3](=S)[O:4][CH:5]([CH3:7])[CH3:6].[C:9]([C:12]1[O:13][CH:14]=[CH:15][CH:16]=1)(=[O:11])[CH3:10].CC(C)([O-])C.[K+].Cl. The catalyst is C(O)(C)(C)C. The product is [O:13]1[CH:14]=[CH:15][CH:16]=[C:12]1[C:9](=[O:11])[CH2:10][C:3](=[S:2])[O:4][CH:5]([CH3:7])[CH3:6]. The yield is 0.370. (3) The reactants are [F:1][C:2]1[CH:9]=[CH:8][C:5]([C:6]#[N:7])=[C:4]([N:10]2[CH2:15][CH2:14][CH2:13][CH2:12][S:11]2(=[O:17])=[O:16])[CH:3]=1.[ClH:18]. The catalyst is C(O)C.[Pd]. The product is [ClH:18].[F:1][C:2]1[CH:9]=[CH:8][C:5]([CH2:6][NH2:7])=[C:4]([N:10]2[CH2:15][CH2:14][CH2:13][CH2:12][S:11]2(=[O:16])=[O:17])[CH:3]=1. The yield is 1.00. (4) The reactants are [OH:1][C:2]1[CH:7]=[CH:6][C:5]([C:8]2[C:9]([CH2:21][NH:22][C:23]3[CH:28]=[CH:27][CH:26]=[CH:25][C:24]=3[O:29][CH3:30])=[C:10]3[C:15](=[CH:16][CH:17]=2)[NH:14][C:13]([CH3:19])([CH3:18])[CH:12]=[C:11]3[CH3:20])=[C:4]([O:31][CH3:32])[CH:3]=1.[CH3:33][C:34]1[N:42]=[CH:41][CH:40]=[CH:39][C:35]=1[C:36](O)=[O:37].C(N(CC)C(C)C)(C)C. The catalyst is CN(C)C=O.C(OCC)(=O)C. The product is [CH3:32][O:31][C:4]1[CH:3]=[C:2]([O:1][C:36]([C:35]2[C:34]([CH3:33])=[N:42][CH:41]=[CH:40][CH:39]=2)=[O:37])[CH:7]=[CH:6][C:5]=1[C:8]1[C:9]([CH2:21][NH:22][C:23]2[CH:28]=[CH:27][CH:26]=[CH:25][C:24]=2[O:29][CH3:30])=[C:10]2[C:15](=[CH:16][CH:17]=1)[NH:14][C:13]([CH3:19])([CH3:18])[CH:12]=[C:11]2[CH3:20]. The yield is 0.650. (5) The yield is 0.0400. The reactants are FC(F)(F)C1C=C(S([N:12]2[CH2:17][CH:16]=[C:15]([C:18]3[CH:23]=[CH:22][CH:21]=[C:20]([C:24]#[N:25])[N:19]=3)[CH2:14][CH2:13]2)(=O)=O)C=CC=1.[F:28][C:29]([F:42])([F:41])[O:30][C:31]1[CH:36]=[CH:35][C:34]([S:37](Cl)(=[O:39])=[O:38])=[CH:33][CH:32]=1.[CH:43]1([CH2:46][NH2:47])[CH2:45][CH2:44]1. The product is [CH:43]1([CH2:46][NH:47][C:24]([C:20]2[N:19]=[C:18]([C:15]3[CH2:14][CH2:13][N:12]([S:37]([C:34]4[CH:35]=[CH:36][C:31]([O:30][C:29]([F:42])([F:41])[F:28])=[CH:32][CH:33]=4)(=[O:39])=[O:38])[CH2:17][CH:16]=3)[CH:23]=[CH:22][CH:21]=2)=[NH:25])[CH2:45][CH2:44]1. The catalyst is C(O)C.